From a dataset of Reaction yield outcomes from USPTO patents with 853,638 reactions. Predict the reaction yield, written as a fraction of the theoretical maximum amount of product (1.0 means a 100% yield; for example, 0.34 means a 34% yield). (1) The reactants are N(C(OCC)=O)=NC(OCC)=O.[CH:13]1([N:18]([OH:30])[C:19](=[O:29])[C:20]2[CH:25]=[CH:24][C:23]([O:26][CH3:27])=[CH:22][C:21]=2O)[CH2:17][CH2:16][CH2:15][CH2:14]1.C1(P(C2C=CC=CC=2)C2C=CC=CC=2)C=CC=CC=1. The catalyst is O1CCCC1. The product is [CH:13]1([N:18]2[C:19](=[O:29])[C:20]3[CH:25]=[CH:24][C:23]([O:26][CH3:27])=[CH:22][C:21]=3[O:30]2)[CH2:14][CH2:15][CH2:16][CH2:17]1. The yield is 0.460. (2) The reactants are [CH2:1]([O:8][C:9]([NH:11][C:12]1[C:13]([C:23]([O:25]CC)=[O:24])=[N:14][C:15]2[C:20]([CH:21]=1)=[CH:19][CH:18]=[C:17]([Br:22])[CH:16]=2)=[O:10])[C:2]1[CH:7]=[CH:6][CH:5]=[CH:4][CH:3]=1.[O-]P([O-])([O-])=O.[K+].[K+].[K+].O1CCOCC1.CC(O)=O. The catalyst is O. The product is [CH2:1]([O:8][C:9]([NH:11][C:12]1[C:13]([C:23]([OH:25])=[O:24])=[N:14][C:15]2[C:20]([CH:21]=1)=[CH:19][CH:18]=[C:17]([Br:22])[CH:16]=2)=[O:10])[C:2]1[CH:7]=[CH:6][CH:5]=[CH:4][CH:3]=1. The yield is 0.760. (3) The reactants are [F:1][C:2]1([F:20])[CH2:5][N:4]([S:6]([NH:9]C(=O)OCC2C=CC=CC=2)(=[O:8])=[O:7])[CH2:3]1.CC1CCC=CC=1. The catalyst is CO.[OH-].[OH-].[Pd+2]. The product is [F:1][C:2]1([F:20])[CH2:5][N:4]([S:6]([NH2:9])(=[O:8])=[O:7])[CH2:3]1. The yield is 0.910. (4) The yield is 0.120. The product is [Cl:13][C:14]1[C:15]([F:27])=[CH:16][C:17]([N+:24]([O-:26])=[O:25])=[C:18]([S:20]([NH:12][C:9]2[CH:10]=[CH:11][C:2]([Cl:1])=[C:3]3[C:8]=2[N:7]=[CH:6][CH:5]=[CH:4]3)(=[O:22])=[O:21])[CH:19]=1. The reactants are [Cl:1][C:2]1[CH:11]=[CH:10][C:9]([NH2:12])=[C:8]2[C:3]=1[CH:4]=[CH:5][CH:6]=[N:7]2.[Cl:13][C:14]1[C:15]([F:27])=[CH:16][C:17]([N+:24]([O-:26])=[O:25])=[C:18]([S:20](Cl)(=[O:22])=[O:21])[CH:19]=1.N1C=CC=CC=1. The catalyst is CN(C1C=CN=CC=1)C.C(Cl)Cl. (5) The reactants are [C:1]([O:5][C:6](=[O:17])[NH:7][CH2:8][C@H:9]1[CH2:14][CH2:13][C@H:12]([CH2:15]O)[CH2:11][CH2:10]1)([CH3:4])([CH3:3])[CH3:2].C1(C)C=CC(S(Cl)(=O)=O)=CC=1.[N-:29]=[N+:30]=[N-:31].[Na+]. The catalyst is N1C=CC=CC=1.CN(C=O)C. The product is [C:1]([O:5][C:6](=[O:17])[NH:7][CH2:8][C@H:9]1[CH2:14][CH2:13][C@H:12]([CH2:15][N:29]=[N+:30]=[N-:31])[CH2:11][CH2:10]1)([CH3:4])([CH3:3])[CH3:2]. The yield is 0.910. (6) The reactants are [OH-].[Na+].[Cl:3][C:4]1[CH:9]=[CH:8][CH:7]=[C:6]([Cl:10])[C:5]=1[C:11]1[C:15]([CH2:16][O:17][C:18]2[CH:23]=[CH:22][C:21]([C:24]3[CH:25]=[C:26]4[C:31](=[CH:32][CH:33]=3)[N:30]=[C:29]([C:34]([O:36]CC)=[O:35])[C:28]([CH3:39])=[CH:27]4)=[CH:20][CH:19]=2)=[C:14]([CH:40]([CH3:42])[CH3:41])[O:13][N:12]=1.Cl.O. The catalyst is O1CCCC1.CO. The product is [Cl:10][C:6]1[CH:7]=[CH:8][CH:9]=[C:4]([Cl:3])[C:5]=1[C:11]1[C:15]([CH2:16][O:17][C:18]2[CH:23]=[CH:22][C:21]([C:24]3[CH:25]=[C:26]4[C:31](=[CH:32][CH:33]=3)[N:30]=[C:29]([C:34]([OH:36])=[O:35])[C:28]([CH3:39])=[CH:27]4)=[CH:20][CH:19]=2)=[C:14]([CH:40]([CH3:42])[CH3:41])[O:13][N:12]=1. The yield is 0.970.